This data is from TCR-epitope binding with 47,182 pairs between 192 epitopes and 23,139 TCRs. The task is: Binary Classification. Given a T-cell receptor sequence (or CDR3 region) and an epitope sequence, predict whether binding occurs between them. The epitope is ITEEVGHTDLMAAY. The TCR CDR3 sequence is CASSQDWGAQSSYNEQFF. Result: 0 (the TCR does not bind to the epitope).